Dataset: Acute oral toxicity (LD50) regression data from Zhu et al.. Task: Regression/Classification. Given a drug SMILES string, predict its toxicity properties. Task type varies by dataset: regression for continuous values (e.g., LD50, hERG inhibition percentage) or binary classification for toxic/non-toxic outcomes (e.g., AMES mutagenicity, cardiotoxicity, hepatotoxicity). Dataset: ld50_zhu. (1) The molecule is c1ccc(N(c2ccccc2)c2ccccc2)cc1. The rat oral LD50 is 1.89, given as -log10 of the dose in mol/kg body weight (higher means more acutely toxic). (2) The drug is CNC(=O)ON=C(C)SC. The rat oral LD50 is 3.98, given as -log10 of the dose in mol/kg body weight (higher means more acutely toxic). (3) The molecule is CCCCCC1=C(C)CCC1=O. The rat oral LD50 is 1.82, given as -log10 of the dose in mol/kg body weight (higher means more acutely toxic). (4) The drug is CS(=O)(=O)NC(=O)c1cc(Oc2ccc(C(F)(F)F)cc2Cl)ccc1[N+](=O)[O-]. The rat oral LD50 is 2.54, given as -log10 of the dose in mol/kg body weight (higher means more acutely toxic). (5) The molecule is CC(C)(C)N(Cl)Cl. The rat oral LD50 is 2.26, given as -log10 of the dose in mol/kg body weight (higher means more acutely toxic).